Dataset: Full USPTO retrosynthesis dataset with 1.9M reactions from patents (1976-2016). Task: Predict the reactants needed to synthesize the given product. (1) Given the product [NH2:74][C:71]1[CH:70]=[CH:69][C:68]([S:65]([N:60]([CH2:61][CH:62]([CH3:63])[CH3:64])[CH2:59][C@@H:58]([OH:77])[C@H:8]([CH2:1][C:2]2[CH:7]=[CH:6][CH:5]=[CH:4][CH:3]=2)[NH:9][C:10](=[O:57])[O:11][CH2:12][CH2:13][CH2:14][NH:15][C:16](=[O:56])[CH2:17][O:18][C:19]2[CH:20]=[C:21]([C@H:25]([O:38][C:39]([C@@H:41]3[CH2:46][CH2:45][CH2:44][CH2:43][N:42]3[C:47](=[O:55])[C:48](=[O:54])[C:49]([CH3:52])([CH3:53])[CH2:50][CH3:51])=[O:40])[CH2:26][CH2:27][C:28]3[CH:33]=[CH:32][C:31]([O:34][CH3:35])=[C:30]([O:36][CH3:37])[CH:29]=3)[CH:22]=[CH:23][CH:24]=2)(=[O:66])=[O:67])=[CH:73][CH:72]=1, predict the reactants needed to synthesize it. The reactants are: [CH2:1]([C@@H:8]([C@H:58]([OH:77])[CH2:59][N:60]([S:65]([C:68]1[CH:73]=[CH:72][C:71]([N+:74]([O-])=O)=[CH:70][CH:69]=1)(=[O:67])=[O:66])[CH2:61][CH:62]([CH3:64])[CH3:63])[NH:9][C:10](=[O:57])[O:11][CH2:12][CH2:13][CH2:14][NH:15][C:16](=[O:56])[CH2:17][O:18][C:19]1[CH:20]=[C:21]([C@H:25]([O:38][C:39]([C@@H:41]2[CH2:46][CH2:45][CH2:44][CH2:43][N:42]2[C:47](=[O:55])[C:48](=[O:54])[C:49]([CH3:53])([CH3:52])[CH2:50][CH3:51])=[O:40])[CH2:26][CH2:27][C:28]2[CH:33]=[CH:32][C:31]([O:34][CH3:35])=[C:30]([O:36][CH3:37])[CH:29]=2)[CH:22]=[CH:23][CH:24]=1)[C:2]1[CH:7]=[CH:6][CH:5]=[CH:4][CH:3]=1. (2) Given the product [Cl:19][C:20]1[CH:39]=[CH:38][C:23]([NH:24][C:25]2[C:34]3[C:29](=[CH:30][C:31]([O:37][CH2:46][CH:43]4[CH2:44][CH2:45][O:41][CH2:42]4)=[C:32]([O:35][CH3:36])[CH:33]=3)[N:28]=[CH:27][N:26]=2)=[C:22]([F:40])[CH:21]=1, predict the reactants needed to synthesize it. The reactants are: N(C(N1CCCCC1)=O)=NC(N1CCCCC1)=O.[Cl:19][C:20]1[CH:39]=[CH:38][C:23]([NH:24][C:25]2[C:34]3[C:29](=[CH:30][C:31]([OH:37])=[C:32]([O:35][CH3:36])[CH:33]=3)[N:28]=[CH:27][N:26]=2)=[C:22]([F:40])[CH:21]=1.[O:41]1[CH2:45][CH2:44][CH:43]([CH2:46]O)[CH2:42]1.C(P(CCCC)CCCC)CCC. (3) Given the product [C:28]1([CH:27]([C:34]2[CH:39]=[CH:38][CH:37]=[CH:36][CH:35]=2)[CH2:26][CH2:25][NH:24][C:22](=[O:23])[CH2:21][N:10]2[CH2:9][CH2:8][C:7]3[C:12](=[CH:13][C:4]([O:3][CH3:2])=[CH:5][CH:6]=3)[CH2:11]2)[CH:29]=[CH:30][CH:31]=[CH:32][CH:33]=1, predict the reactants needed to synthesize it. The reactants are: Cl.[CH3:2][O:3][C:4]1[CH:13]=[C:12]2[C:7]([CH2:8][CH2:9][NH:10][CH2:11]2)=[CH:6][CH:5]=1.C([O-])([O-])=O.[K+].[K+].Cl[CH2:21][C:22]([NH:24][CH2:25][CH2:26][CH:27]([C:34]1[CH:39]=[CH:38][CH:37]=[CH:36][CH:35]=1)[C:28]1[CH:33]=[CH:32][CH:31]=[CH:30][CH:29]=1)=[O:23]. (4) Given the product [F:8][C:5]1[CH:6]=[CH:7][C:2]([CH2:23][C:22](=[O:24])[CH:21]([CH3:25])[CH3:20])=[CH:3][C:4]=1[O:9][CH2:10][CH2:11][O:12][CH3:13], predict the reactants needed to synthesize it. The reactants are: Br[C:2]1[CH:7]=[CH:6][C:5]([F:8])=[C:4]([O:9][CH2:10][CH2:11][O:12][CH3:13])[CH:3]=1.C(O[Na])(C)(C)C.[CH3:20][CH:21]([CH3:25])[C:22](=[O:24])[CH3:23]. (5) Given the product [F:1][C:2]1[CH:3]=[C:4]2[C:8](=[CH:9][CH:10]=1)[NH:7][C:6](=[O:11])[C:5]2=[C:12]1[C:20]2[C:15](=[CH:16][C:17]([CH2:21][N:29]([CH2:28][CH2:27][O:26][CH3:25])[CH3:30])=[CH:18][CH:19]=2)[C:14]([CH3:23])([CH3:24])[O:13]1, predict the reactants needed to synthesize it. The reactants are: [F:1][C:2]1[CH:3]=[C:4]2[C:8](=[CH:9][CH:10]=1)[NH:7][C:6](=[O:11])[C:5]2=[C:12]1[C:20]2[C:15](=[CH:16][C:17]([CH:21]=O)=[CH:18][CH:19]=2)[C:14]([CH3:24])([CH3:23])[O:13]1.[CH3:25][O:26][CH2:27][CH2:28][NH:29][CH3:30].C(O[BH-](OC(=O)C)OC(=O)C)(=O)C.[Na+].